Dataset: Reaction yield outcomes from USPTO patents with 853,638 reactions. Task: Predict the reaction yield, written as a fraction of the theoretical maximum amount of product (1.0 means a 100% yield; for example, 0.34 means a 34% yield). (1) The reactants are C([O:3][C:4](=[O:17])[CH2:5][C@@H:6]([NH:13]C(=O)C)[C@H:7]([CH3:12])[C@H:8]([CH3:11])[CH2:9][CH3:10])C.[ClH:18]. No catalyst specified. The product is [ClH:18].[NH2:13][C@@H:6]([C@H:7]([CH3:12])[C@H:8]([CH3:11])[CH2:9][CH3:10])[CH2:5][C:4]([OH:17])=[O:3]. The yield is 0.890. (2) The reactants are Br[CH2:2][C:3]#[N:4].[CH2:5]([C:12]1[C:13]2[CH2:36][NH:35][CH2:34][CH2:33][C:14]=2[N:15]=[C:16]([NH:18][C:19]2[CH:24]=[CH:23][C:22]([N:25]3[CH:29]=[C:28]([CH3:30])[N:27]=[CH:26]3)=[C:21]([O:31][CH3:32])[CH:20]=2)[N:17]=1)[C:6]1[CH:11]=[CH:10][CH:9]=[CH:8][CH:7]=1. The catalyst is C1COCC1. The product is [CH2:5]([C:12]1[C:13]2[CH2:36][N:35]([CH2:2][C:3]#[N:4])[CH2:34][CH2:33][C:14]=2[N:15]=[C:16]([NH:18][C:19]2[CH:24]=[CH:23][C:22]([N:25]3[CH:29]=[C:28]([CH3:30])[N:27]=[CH:26]3)=[C:21]([O:31][CH3:32])[CH:20]=2)[N:17]=1)[C:6]1[CH:7]=[CH:8][CH:9]=[CH:10][CH:11]=1. The yield is 0.377.